From a dataset of Full USPTO retrosynthesis dataset with 1.9M reactions from patents (1976-2016). Predict the reactants needed to synthesize the given product. (1) Given the product [CH3:9][C:10]1([CH3:24])[O:11][C:12](=[O:23])[NH:13][C:14]2[CH:19]=[CH:18][C:17]([C:2]3[O:3][C:4]([C:7]#[N:8])=[CH:5][CH:6]=3)=[CH:16][C:15]1=2, predict the reactants needed to synthesize it. The reactants are: Br[C:2]1[O:3][C:4]([C:7]#[N:8])=[CH:5][CH:6]=1.[CH3:9][C:10]1([CH3:24])[C:15]2[CH:16]=[C:17](B(O)O)[CH:18]=[CH:19][C:14]=2[NH:13][C:12](=[O:23])[O:11]1. (2) Given the product [CH2:1]([NH:8][C:9]1[CH:14]=[CH:13][C:12]([NH:15][CH:19]=[C:20]([C:21]([O:23][CH2:24][CH3:25])=[O:22])[C:26]([O:28][CH2:29][CH3:30])=[O:27])=[CH:11][N:10]=1)[C:2]1[CH:3]=[CH:4][CH:5]=[CH:6][CH:7]=1, predict the reactants needed to synthesize it. The reactants are: [CH2:1]([NH:8][C:9]1[CH:14]=[CH:13][C:12]([NH2:15])=[CH:11][N:10]=1)[C:2]1[CH:7]=[CH:6][CH:5]=[CH:4][CH:3]=1.C(O[CH:19]=[C:20]([C:26]([O:28][CH2:29][CH3:30])=[O:27])[C:21]([O:23][CH2:24][CH3:25])=[O:22])C.